From a dataset of Catalyst prediction with 721,799 reactions and 888 catalyst types from USPTO. Predict which catalyst facilitates the given reaction. Reactant: [Br:1]Br.[O:3]=[C:4]([CH3:18])[CH2:5][CH2:6][N:7]1[C:15](=[O:16])[C:14]2[C:9](=[CH:10][CH:11]=[CH:12][CH:13]=2)[C:8]1=[O:17].ClCCl. Product: [Br:1][CH2:18][C:4](=[O:3])[CH2:5][CH2:6][N:7]1[C:15](=[O:16])[C:14]2[C:9](=[CH:10][CH:11]=[CH:12][CH:13]=2)[C:8]1=[O:17]. The catalyst class is: 5.